This data is from Reaction yield outcomes from USPTO patents with 853,638 reactions. The task is: Predict the reaction yield, written as a fraction of the theoretical maximum amount of product (1.0 means a 100% yield; for example, 0.34 means a 34% yield). (1) The reactants are [NH2:1][C:2]1[S:3][CH:4]=[CH:5][C:6]=1[C:7]([O:9]CC)=O.[C:12](#[N:14])[CH3:13].Cl. The catalyst is O1CCOCC1. The product is [CH3:13][C:12]1[NH:14][C:7](=[O:9])[C:6]2[CH:5]=[CH:4][S:3][C:2]=2[N:1]=1. The yield is 0.400. (2) The reactants are [CH3:1][O:2][C:3]1[CH:10]=[C:9]([CH:11]=[CH:12][C:13](=[O:20])[C:14]2[CH:19]=[CH:18][CH:17]=[CH:16][CH:15]=2)[CH:8]=[CH:7][C:4]=1[CH:5]=O.C(OP([CH2:29][C:30]([O:32][C:33]([CH3:36])([CH3:35])[CH3:34])=[O:31])(OCC)=O)C.[H-].[Na+]. The catalyst is C1COCC1. The product is [C:33]([O:32][C:30](=[O:31])[CH:29]=[CH:5][C:4]1[CH:7]=[CH:8][C:9]([CH:11]=[CH:12][C:13](=[O:20])[C:14]2[CH:19]=[CH:18][CH:17]=[CH:16][CH:15]=2)=[CH:10][C:3]=1[O:2][CH3:1])([CH3:36])([CH3:35])[CH3:34]. The yield is 0.840. (3) The reactants are C(OC(=O)[NH:7][C:8](=[NH:32])[C:9]1[S:10][C:11]([S:30][CH3:31])=[C:12]([S:14]([C:17]2[CH:22]=[CH:21][CH:20]=[C:19]([C:23]3[C:24]([CH3:29])=[N:25][CH:26]=[N:27][CH:28]=3)[CH:18]=2)(=[O:16])=[O:15])[CH:13]=1)(C)(C)C.FC(F)(F)C(O)=O. The catalyst is ClCCl.O. The product is [CH3:29][C:24]1[C:23]([C:19]2[CH:18]=[C:17]([S:14]([C:12]3[CH:13]=[C:9]([C:8]([NH2:32])=[NH:7])[S:10][C:11]=3[S:30][CH3:31])(=[O:15])=[O:16])[CH:22]=[CH:21][CH:20]=2)=[CH:28][N:27]=[CH:26][N:25]=1. The yield is 0.320. (4) The reactants are [CH3:1][O:2][C:3]1[CH:4]=[C:5]([NH:13][C:14]2[N:15]=[N:16][C:17]([CH:20]([NH:22][C:23]([C:25]3[CH:33]=[CH:32][C:28]4[O:29][CH2:30][O:31][C:27]=4[CH:26]=3)=O)[CH3:21])=[CH:18][N:19]=2)[CH:6]=[C:7]([O:11][CH3:12])[C:8]=1[O:9][CH3:10].N1C=NC=N1.P(Cl)(Cl)(Cl)=O. The catalyst is N1C=CC=CC=1. The product is [O:29]1[C:28]2[CH:32]=[CH:33][C:25]([C:23]3[N:16]4[C:17]([CH:18]=[N:19][C:14]([NH:13][C:5]5[CH:4]=[C:3]([O:2][CH3:1])[C:8]([O:9][CH3:10])=[C:7]([O:11][CH3:12])[CH:6]=5)=[N:15]4)=[C:20]([CH3:21])[N:22]=3)=[CH:26][C:27]=2[O:31][CH2:30]1. The yield is 0.430.